Dataset: Aqueous solubility values for 9,982 compounds from the AqSolDB database. Task: Regression/Classification. Given a drug SMILES string, predict its absorption, distribution, metabolism, or excretion properties. Task type varies by dataset: regression for continuous measurements (e.g., permeability, clearance, half-life) or binary classification for categorical outcomes (e.g., BBB penetration, CYP inhibition). For this dataset (solubility_aqsoldb), we predict Y. The drug is CC(C)CNCc1cc2cc(S(N)(=O)=O)oc2s1. The Y is -1.33 log mol/L.